Task: Predict the product of the given reaction.. Dataset: Forward reaction prediction with 1.9M reactions from USPTO patents (1976-2016) Given the reactants [Cl:1][C:2]1[CH:7]=[CH:6][CH:5]=[C:4]([Cl:8])[C:3]=1[C:9]1[C:18]2[O:17][CH:16]([CH2:19]OS(C3C=CC(C)=CC=3)(=O)=O)[CH2:15][S:14][C:13]=2[CH:12]=[C:11]([F:31])[CH:10]=1.[C:32]1(=[O:42])[NH:36][C:35](=[O:37])[C:34]2=[CH:38][CH:39]=[CH:40][CH:41]=[C:33]12, predict the reaction product. The product is: [Cl:8][C:4]1[CH:5]=[CH:6][CH:7]=[C:2]([Cl:1])[C:3]=1[C:9]1[C:18]2[O:17][CH:16]([CH2:19][N:36]3[C:32](=[O:42])[C:33]4[C:34](=[CH:38][CH:39]=[CH:40][CH:41]=4)[C:35]3=[O:37])[CH2:15][S:14][C:13]=2[CH:12]=[C:11]([F:31])[CH:10]=1.